From a dataset of Catalyst prediction with 721,799 reactions and 888 catalyst types from USPTO. Predict which catalyst facilitates the given reaction. (1) Reactant: [CH2:1]([O:3][C:4]1[CH:5]=[C:6]([CH:9]=[CH:10][C:11]=1[OH:12])[CH:7]=[O:8])[CH3:2].C(=O)([O-])[O-].[K+].[K+].I[CH2:20][CH3:21]. Product: [CH2:1]([O:3][C:4]1[CH:5]=[C:6]([CH:9]=[CH:10][C:11]=1[O:12][CH2:20][CH3:21])[CH:7]=[O:8])[CH3:2]. The catalyst class is: 9. (2) Reactant: [N:1]1[CH:6]=[CH:5][CH:4]=[N:3][C:2]=1[NH2:7].[CH2:8]([O:15][C:16](=[O:24])[NH:17][CH:18]([CH3:23])[C:19](=O)[CH2:20]Br)[C:9]1[CH:14]=[CH:13][CH:12]=[CH:11][CH:10]=1. Product: [CH2:8]([O:15][C:16](=[O:24])[NH:17][CH:18]([C:19]1[N:7]=[C:2]2[N:3]=[CH:4][CH:5]=[CH:6][N:1]2[CH:20]=1)[CH3:23])[C:9]1[CH:14]=[CH:13][CH:12]=[CH:11][CH:10]=1. The catalyst class is: 14. (3) Reactant: Cl[C:2]1[C:7]([N+:8]([O-:10])=[O:9])=[C:6]([CH3:11])[CH:5]=[CH:4][N:3]=1.Cl.[CH2:13]([O:20][C:21]1[CH:27]=[CH:26][C:24]([NH2:25])=[CH:23][CH:22]=1)[C:14]1[CH:19]=[CH:18][CH:17]=[CH:16][CH:15]=1.C(N(CC)CC)C.O. Product: [CH2:13]([O:20][C:21]1[CH:22]=[CH:23][C:24]([NH:25][C:2]2[C:7]([N+:8]([O-:10])=[O:9])=[C:6]([CH3:11])[CH:5]=[CH:4][N:3]=2)=[CH:26][CH:27]=1)[C:14]1[CH:15]=[CH:16][CH:17]=[CH:18][CH:19]=1. The catalyst class is: 16. (4) Reactant: [CH2:1]([Cl:3])Cl.Br[CH2:5][C:6]([NH:8][C:9]1[CH:14]=[C:13]([C:15]([F:18])([F:17])[F:16])[CH:12]=[C:11]([NH:19][C:20](=[O:23])[CH2:21]Br)[CH:10]=1)=[O:7].[Cl:24][C:25]1[CH:26]=[C:27]([CH:29]=[CH:30][CH:31]=1)[NH2:28]. Product: [Cl:24][C:25]1[CH:26]=[C:27]([NH:28][CH2:5][C:6]([NH:8][C:9]2[CH:14]=[C:13]([C:15]([F:18])([F:17])[F:16])[CH:12]=[C:11]([NH:19][C:20](=[O:23])[CH2:21][NH:8][C:9]3[CH:10]=[CH:11][CH:12]=[C:1]([Cl:3])[CH:14]=3)[CH:10]=2)=[O:7])[CH:29]=[CH:30][CH:31]=1. The catalyst class is: 13. (5) Reactant: Cl[CH:2]([C:7]1[CH:11]=[C:10]([C:12]2[CH:17]=[CH:16][CH:15]=[CH:14][CH:13]=2)[O:9][C:8]=1[CH3:18])[CH2:3][CH:4]([CH3:6])[CH3:5].[NH2:19][C:20]1[CH:29]=[CH:28][C:23]([C:24]([O:26]C)=[O:25])=[CH:22][C:21]=1[O:30][CH3:31].C(=O)([O-])[O-].[Na+].[Na+].[I-].[Na+]. Product: [CH3:31][O:30][C:21]1[CH:22]=[C:23]([CH:28]=[CH:29][C:20]=1[NH:19][CH:2]([C:7]1[CH:11]=[C:10]([C:12]2[CH:17]=[CH:16][CH:15]=[CH:14][CH:13]=2)[O:9][C:8]=1[CH3:18])[CH2:3][CH:4]([CH3:6])[CH3:5])[C:24]([OH:26])=[O:25]. The catalyst class is: 395. (6) Reactant: [Cl:1][C:2]1[CH:7]=[CH:6][C:5]([C:8]2[C:9]3[C:22]([CH3:23])=[C:21]([CH3:24])[S:20][C:10]=3[NH:11][C:12](=[N:18][NH2:19])[C@@:13]3([CH2:16][C@H:15]3[CH3:17])[N:14]=2)=[CH:4][CH:3]=1.C1N=CN([C:30](N2C=NC=C2)=[O:31])C=1. The catalyst class is: 1. Product: [Cl:1][C:2]1[CH:7]=[CH:6][C:5]([C:8]2[C:9]3[C:22]([CH3:23])=[C:21]([CH3:24])[S:20][C:10]=3[N:11]3[C:30](=[O:31])[NH:19][N:18]=[C:12]3[C@@:13]3([CH2:16][C@H:15]3[CH3:17])[N:14]=2)=[CH:4][CH:3]=1.